Dataset: Cav3 T-type calcium channel HTS with 100,875 compounds. Task: Binary Classification. Given a drug SMILES string, predict its activity (active/inactive) in a high-throughput screening assay against a specified biological target. The drug is Clc1c2c(sc1c1oc(nn1)c1ccccc1)cccc2Cl. The result is 0 (inactive).